Task: Predict which catalyst facilitates the given reaction.. Dataset: Catalyst prediction with 721,799 reactions and 888 catalyst types from USPTO The catalyst class is: 9. Reactant: [Cl:1][C:2]1[CH:7]=[CH:6][C:5]([S:8][C:9]2[C:17]3[C:12](=[N:13][CH:14]=[CH:15][CH:16]=3)[NH:11][C:10]=2[C:18]2[CH:27]=[CH:26][C:21]3[O:22][CH2:23][CH2:24][O:25][C:20]=3[CH:19]=2)=[CH:4][CH:3]=1.IC.[CH3:30]CN(C(C)C)C(C)C. Product: [Cl:1][C:2]1[CH:7]=[CH:6][C:5]([S:8][C:9]2[C:17]3[C:12]([N:13]([CH3:30])[CH:14]=[CH:15][CH:16]=3)=[N:11][C:10]=2[C:18]2[CH:27]=[CH:26][C:21]3[O:22][CH2:23][CH2:24][O:25][C:20]=3[CH:19]=2)=[CH:4][CH:3]=1.